Dataset: Forward reaction prediction with 1.9M reactions from USPTO patents (1976-2016). Task: Predict the product of the given reaction. (1) Given the reactants [Br:1][C:2]1[CH:3]=[C:4]([N+:9]([O-:11])=[O:10])[C:5](Cl)=[N:6][CH:7]=1.[NH2:12][CH2:13][CH:14]1[CH2:19][CH2:18][O:17][CH2:16][CH2:15]1, predict the reaction product. The product is: [Br:1][C:2]1[CH:3]=[C:4]([N+:9]([O-:11])=[O:10])[C:5]([NH:12][CH2:13][CH:14]2[CH2:19][CH2:18][O:17][CH2:16][CH2:15]2)=[N:6][CH:7]=1. (2) Given the reactants C([O:5][C:6](=[O:25])/[CH:7]=[CH:8]/[C:9]1[CH:24]=[N:23][C:12]2[NH:13][C:14](=[O:22])[N:15]([CH2:17][CH2:18][N:19]([CH3:21])[CH3:20])[CH2:16][C:11]=2[CH:10]=1)(C)(C)C.C(O)(C(F)(F)F)=O.[ClH:33], predict the reaction product. The product is: [ClH:33].[CH3:21][N:19]([CH3:20])[CH2:18][CH2:17][N:15]1[CH2:16][C:11]2[CH:10]=[C:9](/[CH:8]=[CH:7]/[C:6]([OH:25])=[O:5])[CH:24]=[N:23][C:12]=2[NH:13][C:14]1=[O:22]. (3) Given the reactants [Cl:1][C:2]1[CH:14]=[CH:13][C:5]2[NH:6][C:7]([S:9]([CH3:12])(=O)=O)=[N:8][C:4]=2[C:3]=1[C:15]#[N:16].[O:17]=[C:18]1[C:27]2[C:22](=C([S-])[CH:24]=[CH:25][CH:26]=2)[NH:21][CH:20]=[CH:19]1.[Na+].C(O)(C)C, predict the reaction product. The product is: [Cl:1][C:2]1[CH:14]=[CH:13][C:5]2[NH:6][C:7]([S:9][C:12]3[CH:24]=[CH:25][CH:26]=[C:27]4[C:22]=3[NH:21][CH:20]=[CH:19][C:18]4=[O:17])=[N:8][C:4]=2[C:3]=1[C:15]#[N:16]. (4) Given the reactants [C:1]([O:6][CH:7]([O:9][CH2:10][CH2:11][CH2:12][CH3:13])[CH3:8])(=[O:5])[C:2]([CH3:4])=[CH2:3].[C:14]([O:19][CH2:20][C:21]1[CH:26]=[CH:25][CH:24]=[CH:23][CH:22]=1)(=[O:18])[C:15]([CH3:17])=[CH2:16].[C:27]([OH:32])(=[O:31])[C:28]([CH3:30])=[CH2:29].N(C(C)(CC)C([O-])=O)=NC(C)(CC)C([O-])=O, predict the reaction product. The product is: [C:1]([O:6][CH:7]([O:9][CH2:10][CH2:11][CH2:12][CH3:13])[CH3:8])(=[O:5])[C:2]([CH3:4])=[CH2:3].[C:14]([O:19][CH2:20][C:21]1[CH:22]=[CH:23][CH:24]=[CH:25][CH:26]=1)(=[O:18])[C:15]([CH3:17])=[CH2:16].[C:27]([OH:32])(=[O:31])[C:28]([CH3:30])=[CH2:29].[C:7]([O:9][CH:10]([CH3:11])[CH2:14][O:19][CH3:20])(=[O:6])[CH3:8]. (5) The product is: [Br:1][C:2]1[CH:3]=[C:4]([CH:32]=[CH:33][CH:34]=1)[CH2:5][N:6]1[CH:11]=[CH:10][CH:9]=[C:8]([C:12]([NH:14][C@@H:15]([CH2:20][CH2:21][CH2:22][NH:23][C:24]([O:26][C:27]([CH3:30])([CH3:28])[CH3:29])=[O:25])[C:16]([OH:18])=[O:17])=[O:13])[C:7]1=[O:31]. Given the reactants [Br:1][C:2]1[CH:3]=[C:4]([CH:32]=[CH:33][CH:34]=1)[CH2:5][N:6]1[CH:11]=[CH:10][CH:9]=[C:8]([C:12]([NH:14][C@@H:15]([CH2:20][CH2:21][CH2:22][NH:23][C:24]([O:26][C:27]([CH3:30])([CH3:29])[CH3:28])=[O:25])[C:16]([O:18]C)=[O:17])=[O:13])[C:7]1=[O:31].[OH-].[Na+], predict the reaction product.